This data is from Full USPTO retrosynthesis dataset with 1.9M reactions from patents (1976-2016). The task is: Predict the reactants needed to synthesize the given product. (1) Given the product [CH2:1]([N:3]([CH2:9][C:10]1[CH:15]=[C:14]([N:16]2[CH:20]=[CH:19][CH:18]=[N:17]2)[CH:13]=[CH:12][C:11]=1[B:22]1[O:26][C:25]([CH3:28])([CH3:27])[C:24]([CH3:30])([CH3:29])[O:23]1)[C:4]([CH:6]1[CH2:8][CH2:7]1)=[O:5])[CH3:2], predict the reactants needed to synthesize it. The reactants are: [CH2:1]([N:3]([CH2:9][C:10]1[CH:15]=[C:14]([N:16]2[CH:20]=[CH:19][CH:18]=[N:17]2)[CH:13]=[CH:12][C:11]=1I)[C:4]([CH:6]1[CH2:8][CH2:7]1)=[O:5])[CH3:2].[B:22]1([B:22]2[O:26][C:25]([CH3:28])([CH3:27])[C:24]([CH3:30])([CH3:29])[O:23]2)[O:26][C:25]([CH3:28])([CH3:27])[C:24]([CH3:30])([CH3:29])[O:23]1. (2) Given the product [NH2:38][C:9]1[C:8]2[N:17]=[C:5]([CH2:4][O:3][CH2:1][CH3:2])[N:6]([CH2:18][CH2:19][CH2:20][CH2:21][CH2:22][C:23]([NH2:25])=[O:24])[C:7]=2[C:16]2[N:15]=[CH:14][CH:13]=[CH:12][C:11]=2[N:10]=1, predict the reactants needed to synthesize it. The reactants are: [CH2:1]([O:3][CH2:4][C:5]1[N:6]([CH2:18][CH2:19][CH2:20][CH2:21][CH2:22][C:23]([NH2:25])=[O:24])[C:7]2[C:16]3[N:15]=[CH:14][CH:13]=[CH:12][C:11]=3[N:10]=[CH:9][C:8]=2[N:17]=1)[CH3:2].C1C=C(Cl)C=C(C(OO)=O)C=1.[OH-].[NH4+:38].C1(C)C=CC(S(Cl)(=O)=O)=CC=1.